From a dataset of Full USPTO retrosynthesis dataset with 1.9M reactions from patents (1976-2016). Predict the reactants needed to synthesize the given product. Given the product [C:44]([C:41]1[CH:40]=[CH:39][C:38]([C:37]([N:15]2[CH2:14][C@H:13]([NH:12][C:11](=[O:48])[C@@H:9]([NH:7][CH3:6])[CH3:10])[C:19](=[O:20])[N:18]([CH2:21][CH2:22][C:23]3[C:32]4[C:27](=[CH:28][CH:29]=[CH:30][CH:31]=4)[CH:26]=[CH:25][CH:24]=3)[C:17]3[CH:33]=[CH:34][CH:35]=[CH:36][C:16]2=3)=[O:47])=[CH:43][CH:42]=1)(=[O:46])[CH3:45], predict the reactants needed to synthesize it. The reactants are: C(O[C:6](=O)[N:7]([C@H:9]([C:11](=[O:48])[NH:12][C@@H:13]1[C:19](=[O:20])[N:18]([CH2:21][CH2:22][C:23]2[C:32]3[C:27](=[CH:28][CH:29]=[CH:30][CH:31]=3)[CH:26]=[CH:25][CH:24]=2)[C:17]2[CH:33]=[CH:34][CH:35]=[CH:36][C:16]=2[N:15]([C:37](=[O:47])[C:38]2[CH:43]=[CH:42][C:41]([C:44](=[O:46])[CH3:45])=[CH:40][CH:39]=2)[CH2:14]1)[CH3:10])C)(C)(C)C.